Dataset: Catalyst prediction with 721,799 reactions and 888 catalyst types from USPTO. Task: Predict which catalyst facilitates the given reaction. Reactant: [NH2:1][CH2:2][CH2:3][CH2:4][CH2:5][CH2:6][OH:7].[C:8](O[C:8]([O:10][C:11]([CH3:14])([CH3:13])[CH3:12])=[O:9])([O:10][C:11]([CH3:14])([CH3:13])[CH3:12])=[O:9]. Product: [C:8]([NH:1][CH2:2][CH2:3][CH2:4][CH2:5][CH2:6][OH:7])([O:10][C:11]([CH3:14])([CH3:13])[CH3:12])=[O:9]. The catalyst class is: 4.